Task: Predict the reactants needed to synthesize the given product.. Dataset: Full USPTO retrosynthesis dataset with 1.9M reactions from patents (1976-2016) (1) Given the product [CH:31]1([NH:30][C:23]2[C:24]3[CH:29]=[CH:28][NH:27][C:25]=3[N:26]=[C:21]([NH:20][C:17]3[CH:16]=[CH:15][C:14]([N:12]([CH3:13])[C:10](=[O:11])[O:37][CH3:36])=[CH:19][CH:18]=3)[N:22]=2)[CH2:32][CH2:33][CH2:34]1, predict the reactants needed to synthesize it. The reactants are: C(OC[C:10]([N:12]([C:14]1[CH:19]=[CH:18][C:17]([NH:20][C:21]2[N:22]=[C:23]([NH:30][CH:31]3[CH2:34][CH2:33][CH2:32]3)[C:24]3[CH:29]=[CH:28][NH:27][C:25]=3[N:26]=2)=[CH:16][CH:15]=1)[CH3:13])=[O:11])C1C=CC=CC=1.C[CH2:36][OH:37]. (2) Given the product [F:2][C:3]1[CH:4]=[C:5]([S:10]([C:13]2[CH:25]=[CH:24][C:16]3[CH:17]4[CH:19]([NH:20][CH2:21][CH2:22]4)[CH2:18][O:23][C:15]=3[CH:14]=2)(=[O:12])=[O:11])[CH:6]=[C:7]([O:36][CH:37]([CH3:38])[CH3:42])[CH:8]=1, predict the reactants needed to synthesize it. The reactants are: Cl.[F:2][C:3]1[CH:4]=[C:5]([S:10]([C:13]2[CH:25]=[CH:24][C:16]3[C:17]4[CH2:22][CH2:21][NH:20][CH2:19][C:18]=4[O:23][C:15]=3[CH:14]=2)(=[O:12])=[O:11])[CH:6]=[C:7](F)[CH:8]=1.C(C1CNC2C[O:36][C:37]3[CH:38]=C(SC4[CH:42]=[C:37]([O:36]C(C)C)[CH:38]=C(F)C=4)C=C[C:42]=3C12)(C)(C)C. (3) The reactants are: [Br:1][C:2]1[CH:3]=[C:4]([N:8]2[CH:12]=[C:11]([C@:13]([NH:20][S@@](C(C)(C)C)=O)([CH3:19])[C:14]([F:18])([F:17])[CH2:15][OH:16])[CH:10]=[N:9]2)[CH:5]=[CH:6][CH:7]=1.Cl. Given the product [NH2:20][C@@:13]([C:11]1[CH:10]=[N:9][N:8]([C:4]2[CH:5]=[CH:6][CH:7]=[C:2]([Br:1])[CH:3]=2)[CH:12]=1)([CH3:19])[C:14]([F:17])([F:18])[CH2:15][OH:16], predict the reactants needed to synthesize it. (4) Given the product [F:1][C:2]1[CH:3]=[CH:4][C:5]([CH2:8][C:9]([OH:11])=[O:10])=[CH:6][C:7]=1[N+:12]([O-:14])=[O:13], predict the reactants needed to synthesize it. The reactants are: [F:1][C:2]1[CH:7]=[CH:6][C:5]([CH2:8][C:9]([OH:11])=[O:10])=[CH:4][CH:3]=1.[N+:12]([O-])([OH:14])=[O:13]. (5) Given the product [F:39][C:40]1[CH:45]=[CH:44][C:43]([C:46]2[C:47]([CH2:55][O:56][C:57]3[CH:62]=[CH:61][C:60]([CH2:63][CH2:64][C:65]([OH:67])=[O:66])=[C:59]([CH3:70])[C:58]=3[CH3:71])=[C:48]([C:51]([F:54])([F:52])[F:53])[S:49][CH:50]=2)=[CH:42][CH:41]=1, predict the reactants needed to synthesize it. The reactants are: CS(OCC1C(C2C=CC(F)=CC=2)=CSC=1C(F)(F)F)(=O)=O.CC1C(C)=C(O)C=CC=1CCC(OCC)=O.[F:39][C:40]1[CH:45]=[CH:44][C:43]([C:46]2[C:47]([CH2:55][O:56][C:57]3[CH:62]=[CH:61][C:60]([CH2:63][CH2:64][C:65]([O:67]CC)=[O:66])=[C:59]([CH3:70])[C:58]=3[CH3:71])=[C:48]([C:51]([F:54])([F:53])[F:52])[S:49][CH:50]=2)=[CH:42][CH:41]=1. (6) The reactants are: [O:1]1[C:5]2([CH2:10][CH2:9][NH:8][CH2:7][CH2:6]2)[O:4][CH2:3][CH2:2]1.C(N(CC)CC)C.[CH3:18][N:19]([CH3:24])[S:20](Cl)(=[O:22])=[O:21]. Given the product [CH3:18][N:19]([CH3:24])[S:20]([N:8]1[CH2:9][CH2:10][C:5]2([O:4][CH2:3][CH2:2][O:1]2)[CH2:6][CH2:7]1)(=[O:22])=[O:21], predict the reactants needed to synthesize it. (7) Given the product [CH:1]1([N:6]2[C:15]3[N:14]=[C:13]([NH:16][C:17]4[CH:18]=[CH:19][C:20]([C:27]([NH:39][CH:43]5[CH2:42][CH2:47][N:59]([CH3:56])[CH2:45][CH2:44]5)=[O:29])=[C:21]5[C:25]=4[O:24][CH:23]([CH3:26])[CH2:22]5)[N:12]=[CH:11][C:10]=3[N:9]([CH3:30])[C:8](=[O:31])[C@H:7]2[CH2:32][CH3:33])[CH2:5][CH2:4][CH2:3][CH2:2]1, predict the reactants needed to synthesize it. The reactants are: [CH:1]1([N:6]2[C:15]3[N:14]=[C:13]([NH:16][C:17]4[CH:18]=[CH:19][C:20]([C:27]([OH:29])=O)=[C:21]5[C:25]=4[O:24][CH:23]([CH3:26])[CH2:22]5)[N:12]=[CH:11][C:10]=3[N:9]([CH3:30])[C:8](=[O:31])[C@H:7]2[CH2:32][CH3:33])[CH2:5][CH2:4][CH2:3][CH2:2]1.F[B-](F)(F)F.[N:39]1(OC(N(C)C)=[N+](C)C)[C:43]2[CH:44]=[CH:45]C=[CH:47][C:42]=2N=N1.[CH:56]([N:59](C(C)C)CC)(C)C.C(=O)(O)[O-].[Na+].